This data is from Forward reaction prediction with 1.9M reactions from USPTO patents (1976-2016). The task is: Predict the product of the given reaction. (1) Given the reactants Cl[CH2:2][CH2:3][CH2:4][CH2:5][C:6]1([CH2:17][CH3:18])[C:14]2[C:9](=[CH:10][CH:11]=[C:12]([F:15])[CH:13]=2)[NH:8][C:7]1=[O:16].[F:19][C:20]1[CH:25]=[CH:24][C:23]([N:26]2[CH2:31][CH2:30][NH:29][CH2:28][CH2:27]2)=[CH:22][CH:21]=1, predict the reaction product. The product is: [CH2:17]([C:6]1([CH2:5][CH2:4][CH2:3][CH2:2][N:29]2[CH2:28][CH2:27][N:26]([C:23]3[CH:22]=[CH:21][C:20]([F:19])=[CH:25][CH:24]=3)[CH2:31][CH2:30]2)[C:14]2[C:9](=[CH:10][CH:11]=[C:12]([F:15])[CH:13]=2)[NH:8][C:7]1=[O:16])[CH3:18]. (2) Given the reactants [CH3:1][O:2][C:3]1[CH:8]=[CH:7][C:6]([C:9]2[C:14]([CH3:15])=[C:13]([C:16]([F:19])([F:18])[F:17])[N:12]3[N:20]=[CH:21][C:22]([C:23](O)=[O:24])=[C:11]3[N:10]=2)=[CH:5][CH:4]=1.C(Cl)CCl.C1C=CC2N(O)N=NC=2C=1.[CH3:40][O:41][CH2:42][C@H:43]([N:50]1[CH2:55][CH2:54][NH:53][C@H:52]([CH3:56])[CH2:51]1)[C:44]1[CH:49]=[CH:48][CH:47]=[CH:46][CH:45]=1, predict the reaction product. The product is: [CH3:40][O:41][CH2:42][C@H:43]([N:50]1[CH2:55][CH2:54][N:53]([C:23]([C:22]2[CH:21]=[N:20][N:12]3[C:13]([C:16]([F:18])([F:17])[F:19])=[C:14]([CH3:15])[C:9]([C:6]4[CH:5]=[CH:4][C:3]([O:2][CH3:1])=[CH:8][CH:7]=4)=[N:10][C:11]=23)=[O:24])[C@H:52]([CH3:56])[CH2:51]1)[C:44]1[CH:49]=[CH:48][CH:47]=[CH:46][CH:45]=1. (3) Given the reactants [NH2:1][C:2]1[CH:11]=[CH:10][C:5]2=[N:6][C:7](=[O:9])[N:8]=[C:4]2[CH:3]=1.[I-].[K+].Br[CH2:15][CH2:16][CH2:17][CH2:18][CH2:19][CH2:20][CH2:21][CH2:22][CH2:23][CH2:24][CH2:25][CH3:26], predict the reaction product. The product is: [CH2:15]([N:1]([CH2:26][CH2:25][CH2:24][CH2:23][CH2:22][CH2:21][CH2:20][CH2:19][CH2:18][CH2:17][CH2:16][CH3:15])[C:2]1[CH:11]=[CH:10][C:5]2=[N:6][C:7](=[O:9])[N:8]=[C:4]2[CH:3]=1)[CH2:16][CH2:17][CH2:18][CH2:19][CH2:20][CH2:21][CH2:22][CH2:23][CH2:24][CH2:25][CH3:26].